From a dataset of NCI-60 drug combinations with 297,098 pairs across 59 cell lines. Regression. Given two drug SMILES strings and cell line genomic features, predict the synergy score measuring deviation from expected non-interaction effect. Drug 1: CS(=O)(=O)C1=CC(=C(C=C1)C(=O)NC2=CC(=C(C=C2)Cl)C3=CC=CC=N3)Cl. Drug 2: CC(C)CN1C=NC2=C1C3=CC=CC=C3N=C2N. Cell line: K-562. Synergy scores: CSS=21.0, Synergy_ZIP=-1.20, Synergy_Bliss=4.79, Synergy_Loewe=2.98, Synergy_HSA=3.22.